Task: Predict the reactants needed to synthesize the given product.. Dataset: Full USPTO retrosynthesis dataset with 1.9M reactions from patents (1976-2016) (1) Given the product [CH3:1][N:2]1[CH2:7][CH2:6][CH2:5][CH:4]([O:8][C:9]2[CH:14]=[CH:13][C:12]([NH2:15])=[C:11]([N+:19]([O-:21])=[O:20])[CH:10]=2)[CH2:3]1, predict the reactants needed to synthesize it. The reactants are: [CH3:1][N:2]1[CH2:7][CH2:6][CH2:5][CH:4]([O:8][C:9]2[CH:14]=[CH:13][C:12]([NH:15]C(=O)C)=[C:11]([N+:19]([O-:21])=[O:20])[CH:10]=2)[CH2:3]1.[OH-].[Na+]. (2) The reactants are: [NH:1]1[CH2:6][CH2:5][CH:4]([N:7]2[C:15]3[C:10](=[CH:11][CH:12]=[C:13]([C:16]([NH2:18])=[O:17])[CH:14]=3)[CH:9]=[CH:8]2)[CH2:3][CH2:2]1.[CH3:19][O:20][C:21]1[CH:26]=[CH:25][CH:24]=[C:23]([C:27]2[CH:32]=[CH:31][CH:30]=[CH:29][C:28]=2[CH3:33])[C:22]=1[CH2:34][CH:35]=O.C(O[BH-](OC(=O)C)OC(=O)C)(=O)C.[Na+].[OH-].[Na+]. Given the product [CH3:19][O:20][C:21]1[CH:26]=[CH:25][CH:24]=[C:23]([C:27]2[CH:32]=[CH:31][CH:30]=[CH:29][C:28]=2[CH3:33])[C:22]=1[CH2:34][CH2:35][N:1]1[CH2:2][CH2:3][CH:4]([N:7]2[C:15]3[C:10](=[CH:11][CH:12]=[C:13]([C:16]([NH2:18])=[O:17])[CH:14]=3)[CH:9]=[CH:8]2)[CH2:5][CH2:6]1, predict the reactants needed to synthesize it. (3) The reactants are: [Cl:1][C:2]1[CH:3]=[C:4]([NH:8][C:9](=[O:30])[CH:10]([C:21]2[CH:29]=[CH:28][C:24]([C:25]([OH:27])=O)=[CH:23][CH:22]=2)[C:11]([NH:13][C:14]2[CH:19]=[CH:18][CH:17]=[C:16]([Cl:20])[CH:15]=2)=[O:12])[CH:5]=[CH:6][CH:7]=1.CCN=C=NCCCN(C)C.[CH:42]1[CH:43]=[CH:44][C:45]2[N:50](O)N=[N:48][C:46]=2[CH:47]=1.C1(N)C=CC=CC=1N. Given the product [NH2:48][C:46]1[CH:47]=[CH:42][CH:43]=[CH:44][C:45]=1[NH:50][C:25]([C:24]1[CH:23]=[CH:22][C:21]([CH:10]([C:11]([NH:13][C:14]2[CH:19]=[CH:18][CH:17]=[C:16]([Cl:20])[CH:15]=2)=[O:12])[C:9]([NH:8][C:4]2[CH:5]=[CH:6][CH:7]=[C:2]([Cl:1])[CH:3]=2)=[O:30])=[CH:29][CH:28]=1)=[O:27], predict the reactants needed to synthesize it.